Dataset: Peptide-MHC class II binding affinity with 134,281 pairs from IEDB. Task: Regression. Given a peptide amino acid sequence and an MHC pseudo amino acid sequence, predict their binding affinity value. This is MHC class II binding data. (1) The peptide sequence is EEFVSLASRFLVEED. The MHC is HLA-DPA10201-DPB10501 with pseudo-sequence HLA-DPA10201-DPB10501. The binding affinity (normalized) is 0.444. (2) The peptide sequence is YDTYKCIPSLEAAVK. The MHC is HLA-DQA10501-DQB10301 with pseudo-sequence HLA-DQA10501-DQB10301. The binding affinity (normalized) is 0.496. (3) The peptide sequence is KVSFEPIPIHYCAPAGFA. The MHC is HLA-DPA10201-DPB11401 with pseudo-sequence HLA-DPA10201-DPB11401. The binding affinity (normalized) is 0.377. (4) The peptide sequence is KKVGQVTLLDLLKLTVA. The MHC is DRB1_1301 with pseudo-sequence DRB1_1301. The binding affinity (normalized) is 0.733. (5) The peptide sequence is EKKYFAATQNEPLAA. The MHC is HLA-DQA10101-DQB10501 with pseudo-sequence HLA-DQA10101-DQB10501. The binding affinity (normalized) is 0.246. (6) The peptide sequence is GGGFGMLLRKYGIAA. The MHC is DRB1_0301 with pseudo-sequence DRB1_0301. The binding affinity (normalized) is 0. (7) The peptide sequence is EEWEPLTKKGNVWEV. The MHC is DRB1_1001 with pseudo-sequence DRB1_1001. The binding affinity (normalized) is 0.391. (8) The peptide sequence is FKTFEAAFTSSSKAA. The MHC is DRB1_0405 with pseudo-sequence DRB1_0405. The binding affinity (normalized) is 0.726.